Dataset: Choline transporter screen with 302,306 compounds. Task: Binary Classification. Given a drug SMILES string, predict its activity (active/inactive) in a high-throughput screening assay against a specified biological target. (1) The molecule is Brc1oc(C(=O)Nc2n(c(=O)n(c(=O)c2)C)C)cc1. The result is 0 (inactive). (2) The molecule is O=C1N(CCc2n(c3c(c12)cccc3)C)Cc1nc[nH]c1C. The result is 1 (active). (3) The compound is Fc1cc(CCN2CC(CCC2=O)C(=O)NCc2ncccc2C)ccc1. The result is 0 (inactive). (4) The drug is Clc1c(NC(=O)NCCOc2cc(OC)ccc2)cc(F)c(F)c1. The result is 0 (inactive). (5) The molecule is s1c(NC(=O)c2c(OC)cc(OC)cc2)nc(c1C(OC)=O)C. The result is 0 (inactive). (6) The drug is s1c2ncnc(N3CCN(CC3)CC)c2c(c2ccc(cc2)C)c1. The result is 1 (active). (7) The compound is S\1C(N2CCCCC2)=NC(=O)C1=C(/C)C. The result is 0 (inactive).